This data is from Full USPTO retrosynthesis dataset with 1.9M reactions from patents (1976-2016). The task is: Predict the reactants needed to synthesize the given product. (1) The reactants are: [F:1][C:2]1[C:17]([F:18])=[CH:16][C:5]2[NH:6][C:7]([CH2:9][CH:10]3[CH2:15][CH2:14][CH2:13][CH2:12][NH:11]3)=[N:8][C:4]=2[CH:3]=1.C(N(CC)CC)C.[C:26](O[C:26]([O:28][C:29]([CH3:32])([CH3:31])[CH3:30])=[O:27])([O:28][C:29]([CH3:32])([CH3:31])[CH3:30])=[O:27]. Given the product [C:29]([O:28][C:26]([N:11]1[CH2:12][CH2:13][CH2:14][CH2:15][CH:10]1[CH2:9][C:7]1[NH:8][C:4]2[CH:3]=[C:2]([F:1])[C:17]([F:18])=[CH:16][C:5]=2[N:6]=1)=[O:27])([CH3:32])([CH3:31])[CH3:30], predict the reactants needed to synthesize it. (2) Given the product [F:1][C:2]1[CH:7]=[C:6]([O:36][CH2:35][CH2:34][N:32]2[CH2:33][CH:30]([CH2:29][F:28])[CH2:31]2)[CH:5]=[C:4]([F:9])[C:3]=1[C@@H:10]1[C:15]2[NH:16][C:17]3[C:22]([C:14]=2[CH2:13][C@@H:12]([CH3:23])[N:11]1[S:24]([CH3:27])(=[O:26])=[O:25])=[CH:21][CH:20]=[CH:19][CH:18]=3, predict the reactants needed to synthesize it. The reactants are: [F:1][C:2]1[CH:7]=[C:6](I)[CH:5]=[C:4]([F:9])[C:3]=1[C@@H:10]1[C:15]2[NH:16][C:17]3[C:22]([C:14]=2[CH2:13][C@@H:12]([CH3:23])[N:11]1[S:24]([CH3:27])(=[O:26])=[O:25])=[CH:21][CH:20]=[CH:19][CH:18]=3.[F:28][CH2:29][CH:30]1[CH2:33][N:32]([CH2:34][CH2:35][OH:36])[CH2:31]1.C(=O)([O-])[O-].[K+].[K+].C(#N)CCC. (3) Given the product [F:1][C:2]1[CH:7]=[CH:6][C:5]([N:8]2[C:12]3[N:13]=[C:14]([S:17][CH3:18])[N:15]=[CH:16][C:11]=3[CH:10]=[C:9]2[C:19]([Cl:30])=[O:21])=[CH:4][CH:3]=1, predict the reactants needed to synthesize it. The reactants are: [F:1][C:2]1[CH:7]=[CH:6][C:5]([N:8]2[C:12]3[N:13]=[C:14]([S:17][CH3:18])[N:15]=[CH:16][C:11]=3[CH:10]=[C:9]2[C:19]([OH:21])=O)=[CH:4][CH:3]=1.CN(C=O)C.C(Cl)(=O)C([Cl:30])=O. (4) Given the product [ClH:62].[ClH:62].[ClH:62].[NH2:8][C@H:9]1[CH2:27][C:26]2[CH:28]=[C:22]([CH:23]=[CH:24][C:25]=2[OH:29])[C:21]2=[CH:30][C:17](=[C:18]([OH:31])[CH:19]=[CH:20]2)[CH2:16][C@@H:15]([C:32]([NH:34][CH2:35][CH:36]2[CH2:37][CH2:38][NH:39][CH2:40][CH2:41]2)=[O:33])[NH:14][C:13](=[O:49])[C@H:12]([CH2:50][CH2:51][CH2:52][NH2:53])[NH:11][C:10]1=[O:61], predict the reactants needed to synthesize it. The reactants are: C(OC([NH:8][C@H:9]1[CH2:27][C:26]2[CH:28]=[C:22]([CH:23]=[CH:24][C:25]=2[OH:29])[C:21]2=[CH:30][C:17](=[C:18]([OH:31])[CH:19]=[CH:20]2)[CH2:16][C@@H:15]([C:32]([NH:34][CH2:35][CH:36]2[CH2:41][CH2:40][N:39](C(OC(C)(C)C)=O)[CH2:38][CH2:37]2)=[O:33])[NH:14][C:13](=[O:49])[C@H:12]([CH2:50][CH2:51][CH2:52][NH:53]C(OC(C)(C)C)=O)[NH:11][C:10]1=[O:61])=O)(C)(C)C.[ClH:62].O1CCOCC1. (5) Given the product [Cl:22][C:17]1[CH:16]=[C:15]([NH:14][C:7]2[C:6]3[C:11](=[C:2]([C:33]4[CH:34]=[CH:35][O:31][CH:32]=4)[CH:3]=[C:4]([NH:23][CH2:24][C:25]4[CH:26]=[N:27][CH:28]=[CH:29][CH:30]=4)[CH:5]=3)[N:10]=[CH:9][C:8]=2[C:12]#[N:13])[CH:20]=[CH:19][C:18]=1[F:21], predict the reactants needed to synthesize it. The reactants are: Br[C:2]1[CH:3]=[C:4]([NH:23][CH2:24][C:25]2[CH:26]=[N:27][CH:28]=[CH:29][CH:30]=2)[CH:5]=[C:6]2[C:11]=1[N:10]=[CH:9][C:8]([C:12]#[N:13])=[C:7]2[NH:14][C:15]1[CH:20]=[CH:19][C:18]([F:21])=[C:17]([Cl:22])[CH:16]=1.[O:31]1[CH:35]=[CH:34][C:33](B(O)O)=[CH:32]1.C([O-])([O-])=O.[Na+].[Na+]. (6) Given the product [C:9]([O:8][C:6]([NH:5][C@H:4]([C:3]([OH:28])=[O:2])[CH2:13][S:14][C:15]1[CH:20]=[CH:19][C:18]([C:21]([O:23][CH2:24][CH:25]=[CH2:26])=[O:22])=[CH:17][C:16]=1[NH2:27])=[O:7])([CH3:10])([CH3:11])[CH3:12], predict the reactants needed to synthesize it. The reactants are: C[O:2][C:3](=[O:28])[C@H:4]([CH2:13][S:14][C:15]1[CH:20]=[CH:19][C:18]([C:21]([O:23][CH2:24][CH:25]=[CH2:26])=[O:22])=[CH:17][C:16]=1[NH2:27])[NH:5][C:6]([O:8][C:9]([CH3:12])([CH3:11])[CH3:10])=[O:7].P([O-])([O-])([O-])=O.[Na+].[Na+].[Na+].[OH-].[Na+]. (7) Given the product [CH3:1][N:2]([CH2:13][C:14]1[N:18]([CH2:19][C@H:20]2[CH2:25][CH2:24][CH2:23][N:22]([C:26](=[NH:27])[NH2:35])[CH2:21]2)[C:17]2[CH:43]=[CH:44][CH:45]=[CH:46][C:16]=2[N:15]=1)[C@@H:3]1[C:12]2[N:11]=[CH:10][CH:9]=[CH:8][C:7]=2[CH2:6][CH2:5][CH2:4]1, predict the reactants needed to synthesize it. The reactants are: [CH3:1][N:2]([CH2:13][C:14]1[N:18]([CH2:19][C@H:20]2[CH2:25][CH2:24][CH2:23][N:22](/[C:26](/[NH:35]C(=O)OC(C)(C)C)=[N:27]/C(=O)OC(C)(C)C)[CH2:21]2)[C:17]2[CH:43]=[CH:44][CH:45]=[CH:46][C:16]=2[N:15]=1)[C@@H:3]1[C:12]2[N:11]=[CH:10][CH:9]=[CH:8][C:7]=2[CH2:6][CH2:5][CH2:4]1.N1CC(CN2C3C=CC=CC=3N=C2CN(C)C2C3N=CC=CC=3CCC2)C1. (8) Given the product [C:1]([C:4]1[C:12]2[C:7](=[CH:8][CH:9]=[C:10]([C:13]([O:15][CH3:16])=[O:14])[CH:11]=2)[N:6]([CH2:17][C:18]([OH:20])=[O:19])[CH:5]=1)(=[O:3])[CH3:2], predict the reactants needed to synthesize it. The reactants are: [C:1]([C:4]1[C:12]2[C:7](=[CH:8][CH:9]=[C:10]([C:13]([O:15][CH3:16])=[O:14])[CH:11]=2)[N:6]([CH2:17][C:18]([O:20]C(C)(C)C)=[O:19])[CH:5]=1)(=[O:3])[CH3:2]. (9) Given the product [N:19]1([CH2:25][C:26]2[CH:27]=[CH:28][C:29]([NH:32][C:16](=[O:18])[C:15]#[C:14][C:11]3[CH:10]=[CH:9][C:8]([C:5]4[CH:4]=[CH:3][C:2]([Cl:1])=[CH:7][CH:6]=4)=[CH:13][N:12]=3)=[CH:30][CH:31]=2)[CH2:24][CH2:23][CH2:22][CH2:21][CH2:20]1, predict the reactants needed to synthesize it. The reactants are: [Cl:1][C:2]1[CH:7]=[CH:6][C:5]([C:8]2[CH:9]=[CH:10][C:11]([C:14]#[C:15][C:16]([OH:18])=O)=[N:12][CH:13]=2)=[CH:4][CH:3]=1.[N:19]1([CH2:25][C:26]2[CH:31]=[CH:30][C:29]([NH2:32])=[CH:28][CH:27]=2)[CH2:24][CH2:23][CH2:22][CH2:21][CH2:20]1.ClCCl.CO.N.